Dataset: NCI-60 drug combinations with 297,098 pairs across 59 cell lines. Task: Regression. Given two drug SMILES strings and cell line genomic features, predict the synergy score measuring deviation from expected non-interaction effect. Synergy scores: CSS=50.9, Synergy_ZIP=4.95, Synergy_Bliss=5.59, Synergy_Loewe=1.04, Synergy_HSA=7.08. Cell line: HT29. Drug 2: CC1=C(C(=CC=C1)Cl)NC(=O)C2=CN=C(S2)NC3=CC(=NC(=N3)C)N4CCN(CC4)CCO. Drug 1: CC12CCC3C(C1CCC2NC(=O)OCC(F)(F)F)CCC4C3(C=CC(=O)N4C)C.